This data is from Forward reaction prediction with 1.9M reactions from USPTO patents (1976-2016). The task is: Predict the product of the given reaction. (1) Given the reactants C(O)C[OH:3].[CH3:5][CH2:6][CH2:7][CH2:8][CH:9]([C:12]([O-:14])=[O:13])CC.CCC[CH2:18][CH:19]([C:22]([O-:24])=[O:23])CC.[Sn+2].C(Cl)Cl, predict the reaction product. The product is: [C:12]1(=[O:14])[O:13][CH2:5][CH2:6][CH2:7][CH2:8][CH2:9]1.[C:22]([OH:24])(=[O:23])[CH:19]([CH3:18])[OH:3]. (2) Given the reactants [CH3:1][C@H:2]1[CH2:11][C:10]2[C:5](=[CH:6][CH:7]=[CH:8][CH:9]=2)[C@@H:4]([C:12]2[CH:20]=[CH:19][C:15]([C:16]([OH:18])=[O:17])=[CH:14][CH:13]=2)[NH:3]1.[F:21][C:22]1[CH:27]=[CH:26][C:25]([N:28]=[C:29]=[O:30])=[CH:24][CH:23]=1, predict the reaction product. The product is: [F:21][C:22]1[CH:27]=[CH:26][C:25]([NH:28][C:29]([N:3]2[C@@H:2]([CH3:1])[CH2:11][C:10]3[C:5](=[CH:6][CH:7]=[CH:8][CH:9]=3)[C@H:4]2[C:12]2[CH:20]=[CH:19][C:15]([C:16]([OH:18])=[O:17])=[CH:14][CH:13]=2)=[O:30])=[CH:24][CH:23]=1. (3) The product is: [CH:1]1([NH:5][C:6]2[N:7]=[N:8][C:9]([C:12]#[C:13][C:15]3[CH:16]=[C:17]([C:22]4[NH:26][C:25]5[CH:27]=[C:28]([CH2:31][N:32]6[CH2:33][CH2:34][N:35]([CH3:38])[CH2:36][CH2:37]6)[CH:29]=[CH:30][C:24]=5[N:23]=4)[CH:18]=[CH:19][C:20]=3[CH3:21])=[CH:10][CH:11]=2)[CH2:4][CH2:3][CH2:2]1. Given the reactants [CH:1]1([NH:5][C:6]2[N:7]=[N:8][C:9]([C:12]#[CH:13])=[CH:10][CH:11]=2)[CH2:4][CH2:3][CH2:2]1.I[C:15]1[CH:16]=[C:17]([C:22]2[NH:26][C:25]3[CH:27]=[C:28]([CH2:31][N:32]4[CH2:37][CH2:36][N:35]([CH3:38])[CH2:34][CH2:33]4)[CH:29]=[CH:30][C:24]=3[N:23]=2)[CH:18]=[CH:19][C:20]=1[CH3:21].CCN(C(C)C)C(C)C.CN(C=O)C, predict the reaction product. (4) Given the reactants C[O:2][C:3]1[CH:8]=[CH:7][C:6]([N:9]2[CH:13]=[C:12]([C:14]#[N:15])[CH:11]=[N:10]2)=[CH:5][CH:4]=1.[Cl-].[Cl-].[Cl-].[Al+3].C(S)CCCCCCCCCCC, predict the reaction product. The product is: [OH:2][C:3]1[CH:4]=[CH:5][C:6]([N:9]2[CH:13]=[C:12]([C:14]#[N:15])[CH:11]=[N:10]2)=[CH:7][CH:8]=1. (5) Given the reactants [BH4-].[Li+].C([O:7][C:8]([C@:10]1([CH2:24][CH:25]=[CH2:26])[CH2:14][C:13](=[O:15])[N:12]([C@@H:16]([C:18]2[CH:23]=[CH:22][CH:21]=[CH:20][CH:19]=2)[CH3:17])[CH2:11]1)=O)(C)(C)C.C(O)C.[Cl-].[NH4+], predict the reaction product. The product is: [CH2:24]([C@:10]1([CH2:8][OH:7])[CH2:11][N:12]([C@@H:16]([C:18]2[CH:19]=[CH:20][CH:21]=[CH:22][CH:23]=2)[CH3:17])[C:13](=[O:15])[CH2:14]1)[CH:25]=[CH2:26]. (6) Given the reactants F[C:2](F)(F)[C:3](O)=O.[Cl:8][C:9]1[CH:10]=[CH:11][C:12]([NH:15][C:16](=[O:33])[C:17]2[CH:22]=[C:21]([I:23])[CH:20]=[CH:19][C:18]=2[NH:24][C:25]([CH:27]2[CH2:32][CH2:31][NH:30][CH2:29][CH2:28]2)=[O:26])=[N:13][CH:14]=1.[C:34](O)(=O)C.C([BH3-])#N.[Na+].C([O-])(=O)C.[NH4+], predict the reaction product. The product is: [Cl:8][C:9]1[CH:10]=[CH:11][C:12]([NH:15][C:16](=[O:33])[C:17]2[CH:22]=[C:21]([I:23])[CH:20]=[CH:19][C:18]=2[NH:24][C:25]([CH:27]2[CH2:28][CH2:29][N:30]([CH:2]([CH3:3])[CH3:34])[CH2:31][CH2:32]2)=[O:26])=[N:13][CH:14]=1.